Dataset: Full USPTO retrosynthesis dataset with 1.9M reactions from patents (1976-2016). Task: Predict the reactants needed to synthesize the given product. Given the product [CH3:1][O:2][C:3]1[CH:13]=[CH:12][C:11]([N+:21]([O-:23])=[O:22])=[CH:10][C:4]=1[C:5]([O:7][CH2:8][CH3:9])=[O:6], predict the reactants needed to synthesize it. The reactants are: [CH3:1][O:2][C:3]1[CH:13]=[CH:12][CH:11]=[CH:10][C:4]=1[C:5]([O:7][CH2:8][CH3:9])=[O:6].C(OC(=O)C)(=O)C.[N+:21]([O-])([OH:23])=[O:22].